From a dataset of Peptide-MHC class II binding affinity with 134,281 pairs from IEDB. Regression. Given a peptide amino acid sequence and an MHC pseudo amino acid sequence, predict their binding affinity value. This is MHC class II binding data. (1) The peptide sequence is AFKVAATAQNAAPAN. The MHC is DRB1_0901 with pseudo-sequence DRB1_0901. The binding affinity (normalized) is 0.686. (2) The peptide sequence is FGQNTASIAATEAQY. The MHC is DRB1_0404 with pseudo-sequence DRB1_0404. The binding affinity (normalized) is 0.321. (3) The peptide sequence is YTTEGGTKGEAKDVI. The MHC is HLA-DQA10102-DQB10502 with pseudo-sequence HLA-DQA10102-DQB10502. The binding affinity (normalized) is 0. (4) The peptide sequence is LELQIVDKIDAAFKI. The MHC is DRB1_0101 with pseudo-sequence DRB1_0101. The binding affinity (normalized) is 0.489.